From a dataset of Retrosynthesis with 50K atom-mapped reactions and 10 reaction types from USPTO. Predict the reactants needed to synthesize the given product. (1) Given the product CC[C@@H]1C(=O)N(C)c2cnc(-n3ccnc3-c3ccc(F)cn3)nc2N1C1CCCC1, predict the reactants needed to synthesize it. The reactants are: CC[C@@H]1C(=O)N(C)c2cnc(Cl)nc2N1C1CCCC1.Fc1ccc(-c2ncc[nH]2)nc1. (2) Given the product CCOC(=O)CNCc1cc(-c2ccc(O)nc2)cc(C)c1N, predict the reactants needed to synthesize it. The reactants are: CCOC(=O)CN.Cc1cc(-c2ccc(O)nc2)cc(C=O)c1N. (3) The reactants are: CC(C)(C)OC(=O)N[C@H]1CN(Cc2ccccc2)C[C@@H]1N1CCCCC1=O. Given the product CC(C)(C)OC(=O)N[C@H]1CNC[C@@H]1N1CCCCC1=O, predict the reactants needed to synthesize it. (4) The reactants are: CC(C)(C)OC(=O)N1CCC(C=O)CC1.CCCCc1cc(OC2CCNCC2)c2ncccc2c1. Given the product CCCCc1cc(OC2CCN(CC3CCN(C(=O)OC(C)(C)C)CC3)CC2)c2ncccc2c1, predict the reactants needed to synthesize it. (5) Given the product Clc1c(Oc2cccnc2)cc2[nH]c(-c3ccccn3)nc2c1Oc1cccnc1, predict the reactants needed to synthesize it. The reactants are: Nc1cc(Oc2cccnc2)c(Cl)c(Oc2cccnc2)c1N.O=C(O)c1ccccn1. (6) Given the product CNC[C@H]([C@@H](O)C1CCCC1)N1C(=O)c2ccccc2C1=O, predict the reactants needed to synthesize it. The reactants are: CN.O=C[C@H]([C@@H](O)C1CCCC1)N1C(=O)c2ccccc2C1=O. (7) Given the product CCOC(=O)C1CCC(Nc2nccc(-c3cnc4c(O)cccn34)n2)CC1, predict the reactants needed to synthesize it. The reactants are: CCOC(=O)C1CCC(Nc2nccc(-c3cnc4c(OCc5ccccc5)cccn34)n2)CC1.